This data is from Full USPTO retrosynthesis dataset with 1.9M reactions from patents (1976-2016). The task is: Predict the reactants needed to synthesize the given product. (1) Given the product [Cl:1][C:2]1[C:7]([N+:8]([O-:10])=[O:9])=[CH:6][CH:5]=[CH:4][C:3]=1[NH:11][S:12]([CH2:15][CH2:16][CH3:17])(=[O:14])=[O:13], predict the reactants needed to synthesize it. The reactants are: [Cl:1][C:2]1[C:7]([N+:8]([O-:10])=[O:9])=[CH:6][CH:5]=[CH:4][C:3]=1[N:11](S(CCC)(=O)=O)[S:12]([CH2:15][CH2:16][CH3:17])(=[O:14])=[O:13].[OH-].[Na+]. (2) The reactants are: [Cl:1][C:2]1[CH:7]=[CH:6][C:5]([C:8]2[C:9]3[N:10]([N:14]=[C:15]([NH:17][C:18]4[CH:19]=[C:20]5[C:25](=[CH:26][CH:27]=4)[CH2:24][NH:23][CH2:22][CH2:21]5)[N:16]=3)[CH:11]=[CH:12][CH:13]=2)=[C:4]([O:28][CH3:29])[CH:3]=1.Cl[CH2:31][C:32]([N:34]([CH3:36])[CH3:35])=[O:33]. Given the product [Cl:1][C:2]1[CH:7]=[CH:6][C:5]([C:8]2[C:9]3[N:10]([N:14]=[C:15]([NH:17][C:18]4[CH:19]=[C:20]5[C:25](=[CH:26][CH:27]=4)[CH2:24][N:23]([CH2:31][C:32]([N:34]([CH3:36])[CH3:35])=[O:33])[CH2:22][CH2:21]5)[N:16]=3)[CH:11]=[CH:12][CH:13]=2)=[C:4]([O:28][CH3:29])[CH:3]=1, predict the reactants needed to synthesize it. (3) Given the product [CH:1]1([C:4]2[C:9]([O:10][CH:11]([CH3:14])[CH2:12][F:13])=[CH:8][C:7]([C:16]#[N:15])=[N:6][CH:5]=2)[CH2:3][CH2:2]1, predict the reactants needed to synthesize it. The reactants are: [CH:1]1([C:4]2[CH:5]=[N:6][CH:7]=[CH:8][C:9]=2[O:10][CH:11]([CH3:14])[CH2:12][F:13])[CH2:3][CH2:2]1.[N+:15]1([O-])C=CC=C[CH:16]=1.CN(C)C(Cl)=O.C[Si](C#N)(C)C. (4) Given the product [CH:1]1([NH:8][C:9]([C:11]2[O:15][N:14]=[C:13]([C:16]3[CH:17]=[CH:18][CH:19]=[CH:20][CH:21]=3)[C:12]=2[NH2:22])=[O:10])[CH2:7][CH2:6][CH2:5][CH2:4][CH2:3][CH2:2]1, predict the reactants needed to synthesize it. The reactants are: [CH:1]1([NH:8][C:9]([C:11]2[O:15][N:14]=[C:13]([C:16]3[CH:21]=[CH:20][CH:19]=[CH:18][CH:17]=3)[C:12]=2[N+:22]([O-])=O)=[O:10])[CH2:7][CH2:6][CH2:5][CH2:4][CH2:3][CH2:2]1.Cl[Sn]Cl. (5) Given the product [C:1]([NH:16][C@@H:17]1[C@@H:36]([OH:22])[C@@H:37]([OH:39])[C@@H:38]([CH2:33][OH:32])[O:20][CH:18]1[OH:19])(=[O:3])[CH3:2], predict the reactants needed to synthesize it. The reactants are: [C:1]([O-])(=[O:3])[CH3:2].[Na+].[Cl-].[Na+].P([O-])([O-])([O-])=O.[Na+].[Na+].[Na+].[NH2:16][CH2:17][C:18]([OH:20])=[O:19].C(=O)([O-])[O-:22].[Na+].[Na+].CC1C2C=[CH:36][C:37]([OH:39])=[CH:38][C:33]=2[O:32]C(=O)C=1. (6) Given the product [Br:1][C:2]1[CH:3]=[C:4]2[C:9](=[CH:10][CH:11]=1)[N:8]=[C:7]([Cl:12])[C:6]([CH2:13][C:14]1[CH:19]=[CH:18][C:17]([S:23]([CH3:22])(=[O:25])=[O:24])=[CH:16][CH:15]=1)=[C:5]2[Cl:21], predict the reactants needed to synthesize it. The reactants are: [Br:1][C:2]1[CH:3]=[C:4]2[C:9](=[CH:10][CH:11]=1)[N:8]=[C:7]([Cl:12])[C:6]([CH2:13][C:14]1[CH:19]=[CH:18][C:17](Cl)=[CH:16][CH:15]=1)=[C:5]2[Cl:21].[CH3:22][S:23](C1C=CC(CC(C(O)=O)C(O)=O)=CC=1)(=[O:25])=[O:24]. (7) The reactants are: [BH-](OC(C)=O)(OC(C)=O)OC(C)=O.[Na+].[Cl:15][C:16]1[CH:17]=[CH:18][C:19]([CH:38]=O)=[C:20]([C:22]2[CH:23]=[CH:24][C:25]([C:28]([NH:30][CH2:31][CH2:32][C:33]([O:35][CH2:36][CH3:37])=[O:34])=[O:29])=[N:26][CH:27]=2)[CH:21]=1.[F:40][C:41]1[CH:42]=[C:43]([C:48]2[CH:53]=[CH:52][C:51]([NH2:54])=[CH:50][CH:49]=2)[CH:44]=[CH:45][C:46]=1[F:47]. Given the product [Cl:15][C:16]1[CH:17]=[CH:18][C:19]([CH2:38][NH:54][C:51]2[CH:50]=[CH:49][C:48]([C:43]3[CH:44]=[CH:45][C:46]([F:47])=[C:41]([F:40])[CH:42]=3)=[CH:53][CH:52]=2)=[C:20]([C:22]2[CH:23]=[CH:24][C:25]([C:28]([NH:30][CH2:31][CH2:32][C:33]([O:35][CH2:36][CH3:37])=[O:34])=[O:29])=[N:26][CH:27]=2)[CH:21]=1, predict the reactants needed to synthesize it. (8) Given the product [C:1]([O:5][C:6](=[O:21])[NH:7][CH:8]1[C:14](=[O:15])[N:13]([CH3:16])[C:12]2[CH:17]=[CH:18][CH:19]=[CH:20][C:11]=2[N:10]([S:28]([C:22]2[CH:27]=[CH:26][CH:25]=[CH:24][CH:23]=2)(=[O:30])=[O:29])[CH2:9]1)([CH3:4])([CH3:2])[CH3:3], predict the reactants needed to synthesize it. The reactants are: [C:1]([O:5][C:6](=[O:21])[NH:7][CH:8]1[C:14](=[O:15])[N:13]([CH3:16])[C:12]2[CH:17]=[CH:18][CH:19]=[CH:20][C:11]=2[NH:10][CH2:9]1)([CH3:4])([CH3:3])[CH3:2].[C:22]1([S:28](Cl)(=[O:30])=[O:29])[CH:27]=[CH:26][CH:25]=[CH:24][CH:23]=1.N1C=CC=CC=1.